From a dataset of Full USPTO retrosynthesis dataset with 1.9M reactions from patents (1976-2016). Predict the reactants needed to synthesize the given product. Given the product [F:1][S:2]([F:10])([F:11])([F:12])([F:13])[C:3]1[CH:4]=[C:5]([N:9]2[C:17](=[O:18])[C:16]3[C:15](=[CH:23][CH:22]=[CH:21][CH:20]=3)[C:14]2=[O:19])[CH:6]=[CH:7][CH:8]=1, predict the reactants needed to synthesize it. The reactants are: [F:1][S:2]([F:13])([F:12])([F:11])([F:10])[C:3]1[CH:4]=[C:5]([NH2:9])[CH:6]=[CH:7][CH:8]=1.[C:14]1(=O)[O:19][C:17](=[O:18])[C:16]2=[CH:20][CH:21]=[CH:22][CH:23]=[C:15]12.O.